This data is from Catalyst prediction with 721,799 reactions and 888 catalyst types from USPTO. The task is: Predict which catalyst facilitates the given reaction. (1) Reactant: Cl.[NH:2]1[CH2:7][CH2:6][CH:5]([NH:8][C:9]([C:11]2[O:12][C:13]3[C:18]([C:19](=[O:21])[CH:20]=2)=[CH:17][CH:16]=[C:15]([F:22])[CH:14]=3)=[O:10])[CH2:4][CH2:3]1.C(OC(=O)[NH:29][C:30]1[CH:35]=[CH:34][C:33]([CH:36]=O)=[CH:32][C:31]=1[F:38])(C)(C)C.C(O[BH-](OC(=O)C)OC(=O)C)(=O)C.[Na+].C1COCC1. Product: [NH2:29][C:30]1[CH:35]=[CH:34][C:33]([CH2:36][N:2]2[CH2:3][CH2:4][CH:5]([NH:8][C:9]([C:11]3[O:12][C:13]4[C:18]([C:19](=[O:21])[CH:20]=3)=[CH:17][CH:16]=[C:15]([F:22])[CH:14]=4)=[O:10])[CH2:6][CH2:7]2)=[CH:32][C:31]=1[F:38]. The catalyst class is: 15. (2) Reactant: [Br:1][C:2]1[CH:3]=[C:4]([S:8](Cl)(=[O:10])=[O:9])[CH:5]=[N:6][CH:7]=1.[C:12]([NH2:16])([CH3:15])([CH3:14])[CH3:13]. Product: [Br:1][C:2]1[CH:3]=[C:4]([S:8]([NH:16][C:12]([CH3:15])([CH3:14])[CH3:13])(=[O:10])=[O:9])[CH:5]=[N:6][CH:7]=1. The catalyst class is: 56.